From a dataset of Full USPTO retrosynthesis dataset with 1.9M reactions from patents (1976-2016). Predict the reactants needed to synthesize the given product. (1) Given the product [NH:27]1[C:35]2=[N:34][CH:33]=[CH:32][CH:31]=[C:30]2[C:29]([CH:36]=[C:6]2[O:5][C:3]([C:35]3[NH:27][CH:28]=[CH:29][CH:30]=[CH:23][CH:24]=3)=[C:2]([C:1]([O:9][CH2:10][CH2:11][O:12][C:13]([O:15][C:16]([CH3:19])([CH3:18])[CH3:17])=[O:14])=[O:8])[C:7]2=[O:38])=[CH:28]1, predict the reactants needed to synthesize it. The reactants are: [C:1]([O:9][CH2:10][CH2:11][O:12][C:13]([O:15][C:16]([CH3:19])([CH3:18])[CH3:17])=[O:14])(=[O:8])[CH2:2][C:3]([O:5][CH2:6][CH3:7])=O.[H-].[Na+].Cl[CH2:23][C:24](Cl)=O.[NH:27]1[C:35]2[C:30](=[CH:31][CH:32]=[CH:33][N:34]=2)[C:29]([CH:36]=O)=[CH:28]1.[OH2:38]. (2) Given the product [Cl:23][C:4]1[CH:3]=[C:2]([N:1]=[C:29]=[S:30])[CH:7]=[C:6]([C:8]([F:11])([F:9])[F:10])[C:5]=1[C:12]1[CH:17]=[CH:16][CH:15]=[C:14]([NH:18][S:19]([CH3:22])(=[O:21])=[O:20])[CH:13]=1, predict the reactants needed to synthesize it. The reactants are: [NH2:1][C:2]1[CH:7]=[C:6]([C:8]([F:11])([F:10])[F:9])[C:5]([C:12]2[CH:17]=[CH:16][CH:15]=[C:14]([NH:18][S:19]([CH3:22])(=[O:21])=[O:20])[CH:13]=2)=[C:4]([Cl:23])[CH:3]=1.C(=O)([O-])[O-].[Ca+2].[C:29](Cl)(Cl)=[S:30].Cl. (3) Given the product [CH3:13][N:14]1[CH:18]=[C:17]([C:19]2[CH:24]=[C:23]([O:25][C:26]3[CH:27]=[CH:28][C:29]([NH:36][C:8]([NH:6][C:1](=[O:5])[CH:2]([CH3:4])[CH3:3])=[O:9])=[N:30][C:31]=3[C:32]([F:35])([F:34])[F:33])[CH:22]=[CH:21][N:20]=2)[CH:16]=[N:15]1, predict the reactants needed to synthesize it. The reactants are: [C:1]([NH2:6])(=[O:5])[CH:2]([CH3:4])[CH3:3].C(Cl)(=O)[C:8](Cl)=[O:9].[CH3:13][N:14]1[CH:18]=[C:17]([C:19]2[CH:24]=[C:23]([O:25][C:26]3[CH:27]=[CH:28][C:29]([NH2:36])=[N:30][C:31]=3[C:32]([F:35])([F:34])[F:33])[CH:22]=[CH:21][N:20]=2)[CH:16]=[N:15]1.CCN(C(C)C)C(C)C.C(Cl)(=O)C(C)C. (4) Given the product [O:19]=[C:13]1[CH:12]([N:5]2[C:4](=[O:20])[C:3]3[C:7](=[CH:8][CH:9]=[CH:10][C:2]=3[NH:1][C:26]([C:22]3[O:21][CH:25]=[CH:24][CH:23]=3)=[O:27])[C:6]2=[O:11])[CH2:17][CH2:16][C:15](=[O:18])[NH:14]1, predict the reactants needed to synthesize it. The reactants are: [NH2:1][C:2]1[CH:10]=[CH:9][CH:8]=[C:7]2[C:3]=1[C:4](=[O:20])[N:5]([CH:12]1[CH2:17][CH2:16][C:15](=[O:18])[NH:14][C:13]1=[O:19])[C:6]2=[O:11].[O:21]1[CH:25]=[CH:24][CH:23]=[C:22]1[C:26](Cl)=[O:27]. (5) Given the product [CH2:1]([O:5][C:6]1[N:14]=[C:13]2[C:9]([N:10]=[C:11]([O:24][CH3:25])[N:12]2[CH2:15][CH2:16][CH2:21][CH:20]2[CH2:48][CH2:47][N:46]([CH2:51][CH3:50])[CH2:44][CH2:45]2)=[C:8]([NH2:26])[N:7]=1)[CH2:2][CH2:3][CH3:4], predict the reactants needed to synthesize it. The reactants are: [CH2:1]([O:5][C:6]1[N:14]=[C:13]2[C:9]([N:10]=[C:11]([O:24][CH3:25])[N:12]2[CH2:15][CH:16]2[CH2:21][CH2:20]N(CC)CC2)=[C:8]([NH2:26])[N:7]=1)[CH2:2][CH2:3][CH3:4].C(OC1NC(N)=C2C(N=1)=NC(OC)=N2)CCC.[CH2:44]([N:46]1[CH2:51][CH2:50]C(C(C)CO)[CH2:48][CH2:47]1)[CH3:45]. (6) Given the product [Si:22]([O:3][CH2:2][CH2:1][O:33][CH2:32][CH2:8][CH2:9][CH2:10][CH2:12][CH2:13][N:14]1[CH2:13][C@@H:12]([C:10]2[CH:9]=[CH:8][C:6]3[O:7][C:2]([CH3:18])([CH3:1])[O:3][CH2:4][C:5]=3[CH:11]=2)[O:16][C:15]1=[O:17])([C:5]([CH3:6])([CH3:4])[CH3:11])([CH3:23])[CH3:21], predict the reactants needed to synthesize it. The reactants are: [CH3:1][C:2]1([CH3:18])[O:7][C:6]2[CH:8]=[CH:9][C:10]([C@H:12]3[O:16][C:15](=[O:17])[NH:14][CH2:13]3)=[CH:11][C:5]=2[CH2:4][O:3]1.[H-].[Na+].[CH3:21][SiH2:22][CH3:23].P([O-])([O-])([O-])=O.CN([CH:32]=[O:33])C. (7) The reactants are: Br[C:2]1[CH:7]=[CH:6][C:5]([N:8]2[CH2:13][CH2:12][N:11]([C:14]([O:16][C:17]([CH3:20])([CH3:19])[CH3:18])=[O:15])[CH2:10][CH2:9]2)=[CH:4][CH:3]=1.C1(C)C=CC=CC=1.[Li]CCCC.CN([CH:36]=[O:37])C. Given the product [C:17]([O:16][C:14]([N:11]1[CH2:12][CH2:13][N:8]([C:5]2[CH:6]=[CH:7][C:2]([CH:36]=[O:37])=[CH:3][CH:4]=2)[CH2:9][CH2:10]1)=[O:15])([CH3:20])([CH3:19])[CH3:18], predict the reactants needed to synthesize it.